This data is from Forward reaction prediction with 1.9M reactions from USPTO patents (1976-2016). The task is: Predict the product of the given reaction. (1) The product is: [CH:8]1([CH2:12][N:13]([C:14]2[N:19]=[C:18]3[N:20]([CH3:24])[N:21]=[C:22]([CH3:23])[C:17]3=[CH:16][C:15]=2[CH2:25][NH:7][C:4]2[CH:3]=[C:2]([CH3:1])[O:6][N:5]=2)[CH2:27][CH3:28])[CH2:11][CH2:10][CH2:9]1. Given the reactants [CH3:1][C:2]1[O:6][N:5]=[C:4]([NH2:7])[CH:3]=1.[CH:8]1([CH2:12][N:13]([CH2:27][CH3:28])[C:14]2[N:19]=[C:18]3[N:20]([CH3:24])[N:21]=[C:22]([CH3:23])[C:17]3=[CH:16][C:15]=2[CH:25]=O)[CH2:11][CH2:10][CH2:9]1.C(O[BH-](OC(=O)C)OC(=O)C)(=O)C.[Na+], predict the reaction product. (2) The product is: [BrH:1].[N+:11]([C:7]1[CH:6]=[C:5]([C:3]2[N:22]=[C:14]([C:15]3[CH:16]=[N:17][CH:18]=[CH:19][CH:20]=3)[S:21][CH:2]=2)[CH:10]=[CH:9][CH:8]=1)([O-:13])=[O:12]. Given the reactants [Br:1][CH2:2][C:3]([C:5]1[CH:10]=[CH:9][CH:8]=[C:7]([N+:11]([O-:13])=[O:12])[CH:6]=1)=O.[C:14]([NH2:22])(=[S:21])[C:15]1[CH:20]=[CH:19][CH:18]=[N:17][CH:16]=1, predict the reaction product. (3) Given the reactants [F:1][C:2]1[CH:10]=[CH:9][C:8]([F:11])=[C:7]2[C:3]=1[CH2:4][N:5](S(C1C=CC(C)=CC=1)(=O)=O)[CH2:6]2.C1(O)C=CC=CC=1.Br, predict the reaction product. The product is: [F:1][C:2]1[CH:10]=[CH:9][C:8]([F:11])=[C:7]2[C:3]=1[CH2:4][NH:5][CH2:6]2. (4) Given the reactants [CH3:1][C:2]1[CH:11]=[CH:10][C:9]2[C:4](=[CH:5][CH:6]=[C:7]3[O:15][CH2:14][C@H:13]([CH2:16]OS(C4C=CC(Br)=CC=4)(=O)=O)[O:12][C:8]3=2)[N:3]=1.[NH:28]1[CH2:31][CH:30]([CH2:32][C:33]2[C:41]3[C:36](=[CH:37][CH:38]=[C:39]([CH3:42])[CH:40]=3)[NH:35][CH:34]=2)[CH2:29]1, predict the reaction product. The product is: [CH3:1][C:2]1[CH:11]=[CH:10][C:9]2[C:4](=[CH:5][CH:6]=[C:7]3[O:15][CH2:14][CH:13]([CH2:16][N:28]4[CH2:31][CH:30]([CH2:32][C:33]5[C:41]6[C:36](=[CH:37][CH:38]=[C:39]([CH3:42])[CH:40]=6)[NH:35][CH:34]=5)[CH2:29]4)[O:12][C:8]3=2)[N:3]=1. (5) Given the reactants [F:1][C:2]1([C:6]2[CH:11]=[CH:10][C:9]([C:12]3[CH2:16][C:15]([C:21]4[CH:26]=[C:25]([Cl:27])[C:24]([Cl:28])=[C:23]([Cl:29])[CH:22]=4)([C:17]([F:20])([F:19])[F:18])[O:14][N:13]=3)=[CH:8][CH:7]=2)[CH2:5][NH:4][CH2:3]1.[C:30](O)(=[O:34])[CH2:31][CH2:32][CH3:33].F[P-](F)(F)(F)(F)F.N1(OC(N(C)C)=[N+](C)C)C2N=CC=CC=2N=N1.C(N(CC)CC)C, predict the reaction product. The product is: [F:1][C:2]1([C:6]2[CH:11]=[CH:10][C:9]([C:12]3[CH2:16][C:15]([C:21]4[CH:26]=[C:25]([Cl:27])[C:24]([Cl:28])=[C:23]([Cl:29])[CH:22]=4)([C:17]([F:19])([F:20])[F:18])[O:14][N:13]=3)=[CH:8][CH:7]=2)[CH2:3][N:4]([C:30](=[O:34])[CH2:31][CH2:32][CH3:33])[CH2:5]1. (6) Given the reactants [F:1][C:2]1[CH:3]=[C:4]2[C:8](=[CH:9][CH:10]=1)[NH:7][CH:6]=[C:5]2[CH2:11][CH2:12][C:13](=[O:15])[CH3:14].[CH3:16][Mg+].[Br-].[NH4+].[Cl-], predict the reaction product. The product is: [F:1][C:2]1[CH:3]=[C:4]2[C:8](=[CH:9][CH:10]=1)[NH:7][CH:6]=[C:5]2[CH2:11][CH2:12][C:13]([CH3:16])([OH:15])[CH3:14]. (7) Given the reactants Cl.[Cl:2][C:3]1[N:8]=[C:7]2[CH:9]=[CH:10][N:11]([CH2:12][C@H:13]3[CH2:17][CH2:16][N:15](C(OC(C)(C)C)=O)[CH2:14]3)[C:6]2=[CH:5][C:4]=1[C:25]1[CH:30]=[CH:29][C:28]([C:31]#[N:32])=[CH:27][CH:26]=1, predict the reaction product. The product is: [Cl:2][C:3]1[N:8]=[C:7]2[CH:9]=[CH:10][N:11]([CH2:12][C@H:13]3[CH2:17][CH2:16][NH:15][CH2:14]3)[C:6]2=[CH:5][C:4]=1[C:25]1[CH:30]=[CH:29][C:28]([C:31]#[N:32])=[CH:27][CH:26]=1. (8) Given the reactants [OH-].[Na+].[CH3:3][C:4]1[CH:8]=[C:7]([C:9]2[S:10][CH:11]=[C:12]([C:14]([O-:16])=[O:15])[N:13]=2)[N:6]([CH:17]2[CH2:22][CH2:21][CH2:20][CH2:19][O:18]2)[N:5]=1.Cl, predict the reaction product. The product is: [CH3:3][C:4]1[CH:8]=[C:7]([C:9]2[S:10][CH:11]=[C:12]([C:14]([OH:16])=[O:15])[N:13]=2)[N:6]([CH:17]2[CH2:22][CH2:21][CH2:20][CH2:19][O:18]2)[N:5]=1.